Dataset: Retrosynthesis with 50K atom-mapped reactions and 10 reaction types from USPTO. Task: Predict the reactants needed to synthesize the given product. (1) The reactants are: ClCCCBr.Sc1ccncc1. Given the product ClCCCSc1ccncc1, predict the reactants needed to synthesize it. (2) Given the product Cc1ccc2c(c1OC(C)C)CC(C1CCN(Cc3ccc(F)cc3)CC1)OC2CNC=O, predict the reactants needed to synthesize it. The reactants are: Cc1ccc2c(c1OC(C)C)C[C@@H](C1CCNCC1)O[C@H]2CNC=O.O=Cc1ccc(F)cc1. (3) Given the product CC(C)CCC(=O)OCCN(C)C, predict the reactants needed to synthesize it. The reactants are: CC(C)CCC(=O)Cl.CN(C)CCO. (4) Given the product CC(=O)N(C)c1ccc(CO)cc1, predict the reactants needed to synthesize it. The reactants are: CC(=O)N(C)c1ccc(C(=O)O)cc1. (5) Given the product COc1cccc(-c2nc3ncc(-c4ccccc4)cc3n2CC(=O)O)c1, predict the reactants needed to synthesize it. The reactants are: COc1cccc(-c2nc3ncc(-c4ccccc4)cc3n2CC(=O)OC(C)(C)C)c1. (6) Given the product C[C@@H](N)c1ccc(C(=O)Nc2ccnc3[nH]ccc23)cc1N=[N+]=[N-], predict the reactants needed to synthesize it. The reactants are: C[C@@H](NC(=O)OCc1ccccc1)c1ccc(C(=O)Nc2ccnc3[nH]ccc23)cc1N=[N+]=[N-]. (7) Given the product CC(C)n1nc(C(=O)NCCN2CCC(NC(=O)C34CC5CC(CC(O)(C5)C3)C4)CC2)c2ccccc21, predict the reactants needed to synthesize it. The reactants are: CC(C)n1nc(C(=O)NCCN2CCC(N)CC2)c2ccccc21.O=C(O)C12CC3CC(CC(O)(C3)C1)C2.